This data is from Reaction yield outcomes from USPTO patents with 853,638 reactions. The task is: Predict the reaction yield, written as a fraction of the theoretical maximum amount of product (1.0 means a 100% yield; for example, 0.34 means a 34% yield). (1) The yield is 0.590. The reactants are [C:1]([C:4]1[C:9]([N+:10]([O-:12])=[O:11])=[CH:8][CH:7]=[C:6]([Cl:13])[C:5]=1[S:14]([NH2:17])(=[O:16])=[O:15])(=[O:3])[CH3:2].[H-].[Na+].I[CH3:21].Cl. The catalyst is CN(C)C=O. The product is [CH3:21][NH:17][S:14]([C:5]1[C:6]([Cl:13])=[CH:7][CH:8]=[C:9]([N+:10]([O-:12])=[O:11])[C:4]=1[C:1](=[O:3])[CH3:2])(=[O:15])=[O:16]. (2) The reactants are [Br:1][CH:2]([C:4]1[C:5](=O)[NH:6][C:7]2[C:12]([N:13]=1)=[CH:11][CH:10]=[C:9]([F:14])[CH:8]=2)[CH3:3].P(Cl)(Cl)([Cl:18])=O. No catalyst specified. The product is [Br:1][CH:2]([C:4]1[C:5]([Cl:18])=[N:6][C:7]2[C:12](=[CH:11][CH:10]=[C:9]([F:14])[CH:8]=2)[N:13]=1)[CH3:3]. The yield is 0.928. (3) The reactants are Cl[CH2:2][C:3](=O)[CH3:4].[Br:6][C:7]1[CH:8]=[C:9]([O:17][C:18]2[CH:19]=[C:20]([CH:26]=[CH:27][C:28]=2[Cl:29])[C:21]([O:23][CH2:24][CH3:25])=[O:22])[C:10]([NH:13][C:14]([NH2:16])=[S:15])=[N:11][CH:12]=1.C(N(CC)CC)C. The catalyst is C(O)C. The product is [Br:6][C:7]1[CH:8]=[C:9]([O:17][C:18]2[CH:19]=[C:20]([CH:26]=[CH:27][C:28]=2[Cl:29])[C:21]([O:23][CH2:24][CH3:25])=[O:22])[C:10]([NH:13][C:14]2[S:15][CH:2]=[C:3]([CH3:4])[N:16]=2)=[N:11][CH:12]=1. The yield is 0.770.